Task: Binary Classification. Given a drug SMILES string, predict its activity (active/inactive) in a high-throughput screening assay against a specified biological target.. Dataset: Cav3 T-type calcium channel HTS with 100,875 compounds (1) The drug is OC(Cn1c2c(n(c1=N)Cc1ccccc1)cccc2)c1occc1. The result is 0 (inactive). (2) The molecule is S(=O)(=O)(N(C)C)c1ccc(cc1)C(=O)Nc1sc(nn1)Cc1ccccc1. The result is 0 (inactive). (3) The compound is O=C(NCC12CC3CC(C2)CC(C1)C3)COC(=O)c1cc[n+]([O-])cc1. The result is 0 (inactive). (4) The compound is s1c(nc2c1cccc2)c1cc(NC(=S)NC(=O)/C=C\c2occc2)ccc1. The result is 0 (inactive).